Dataset: Catalyst prediction with 721,799 reactions and 888 catalyst types from USPTO. Task: Predict which catalyst facilitates the given reaction. (1) Reactant: Cl[C:2]1[N:3]=[C:4]([N:24]2[CH2:29][CH2:28][O:27][CH2:26][CH2:25]2)[C:5]2[N:10]=[C:9]([CH2:11][N:12]3[CH2:15][CH:14]([N:16]4[CH2:21][CH2:20][S:19](=[O:23])(=[O:22])[CH2:18][CH2:17]4)[CH2:13]3)[S:8][C:6]=2[N:7]=1.[CH2:30]([C:32]1[NH:33][C:34]2[CH:40]=[CH:39][CH:38]=[CH:37][C:35]=2[N:36]=1)[CH3:31].CC(C1C=C(C(C)C)C(C2C=CC=CC=2P(C2CCCCC2)C2CCCCC2)=C(C(C)C)C=1)C.C([O-])([O-])=O.[Cs+].[Cs+]. Product: [CH2:30]([C:32]1[N:33]([C:2]2[N:3]=[C:4]([N:24]3[CH2:25][CH2:26][O:27][CH2:28][CH2:29]3)[C:5]3[N:10]=[C:9]([CH2:11][N:12]4[CH2:13][CH:14]([N:16]5[CH2:17][CH2:18][S:19](=[O:22])(=[O:23])[CH2:20][CH2:21]5)[CH2:15]4)[S:8][C:6]=3[N:7]=2)[C:34]2[CH:40]=[CH:39][CH:38]=[CH:37][C:35]=2[N:36]=1)[CH3:31]. The catalyst class is: 62. (2) Reactant: Cl[C:2]1[N:9]=[C:8]([NH:10][C:11]2[CH:15]=[C:14]([CH3:16])[NH:13][N:12]=2)[CH:7]=[C:6]([CH3:17])[C:3]=1[C:4]#[N:5].[O:18]([CH2:25][CH2:26][NH2:27])[C:19]1[CH:24]=[CH:23][CH:22]=[CH:21][CH:20]=1.C(=O)([O-])O.[Na+].CS(C)=O. Product: [O:18]([CH2:25][CH2:26][NH:27][C:2]1[N:9]=[C:8]([NH:10][C:11]2[CH:15]=[C:14]([CH3:16])[NH:13][N:12]=2)[CH:7]=[C:6]([CH3:17])[C:3]=1[C:4]#[N:5])[C:19]1[CH:24]=[CH:23][CH:22]=[CH:21][CH:20]=1. The catalyst class is: 6. (3) Reactant: [NH2:1][C:2]1[C:17]([Cl:18])=[CH:16][CH:15]=[CH:14][C:3]=1[C:4]([NH:6][C:7]1[CH:12]=[CH:11][CH:10]=[CH:9][C:8]=1[Cl:13])=[O:5].[Cl:19][CH2:20][C:21](Cl)=O. Product: [Cl:18][C:17]1[CH:16]=[CH:15][CH:14]=[C:3]2[C:2]=1[N:1]=[C:21]([CH2:20][Cl:19])[N:6]([C:7]1[CH:12]=[CH:11][CH:10]=[CH:9][C:8]=1[Cl:13])[C:4]2=[O:5]. The catalyst class is: 15. (4) Reactant: [CH3:1][C:2]1[N:7]=[C:6]2[S:8][C:9]3[CH2:14][CH2:13][CH2:12][CH2:11][C:10]=3[C:5]2=[C:4]([C:15]2[CH:20]=[CH:19][C:18]([CH3:21])=[CH:17][CH:16]=2)[C:3]=1[CH:22]([CH:27]([CH3:30])[CH2:28][CH3:29])[C:23]([O:25]C)=[O:24].[OH-].[Na+]. Product: [CH3:1][C:2]1[N:7]=[C:6]2[S:8][C:9]3[CH2:14][CH2:13][CH2:12][CH2:11][C:10]=3[C:5]2=[C:4]([C:15]2[CH:16]=[CH:17][C:18]([CH3:21])=[CH:19][CH:20]=2)[C:3]=1[CH:22]([CH:27]([CH3:30])[CH2:28][CH3:29])[C:23]([OH:25])=[O:24]. The catalyst class is: 5. (5) Reactant: Cl[C:2]1[CH:7]=[C:6](Cl)[N:5]=[CH:4][N:3]=1.[CH:9]1[C:26]2[C:25]3[C:20](=[CH:21][CH:22]=[CH:23][CH:24]=3)[C:19]3[C:14](=[CH:15][CH:16]=[CH:17][CH:18]=3)[C:13]=2[CH:12]=[CH:11][C:10]=1[C:27]1[CH:28]=[C:29](B(O)O)[CH:30]=[CH:31][CH:32]=1.C(=O)([O-])[O-].[Na+].[Na+].CN1[CH2:48][CH2:47][CH2:46]N(C)C1=O. Product: [CH:9]1[C:26]2[C:25]3[C:20](=[CH:21][CH:22]=[CH:23][CH:24]=3)[C:19]3[C:14](=[CH:15][CH:16]=[CH:17][CH:18]=3)[C:13]=2[CH:12]=[CH:11][C:10]=1[C:27]1[CH:28]=[C:29]([C:2]2[CH:7]=[C:6]([C:47]3[CH:48]=[CH:31][CH:32]=[C:27]([C:10]4[CH:11]=[CH:12][C:13]5[C:14]6[C:19](=[CH:18][CH:17]=[CH:16][CH:15]=6)[C:20]6[C:25](=[CH:24][CH:23]=[CH:22][CH:21]=6)[C:26]=5[CH:9]=4)[CH:46]=3)[N:5]=[CH:4][N:3]=2)[CH:30]=[CH:31][CH:32]=1. The catalyst class is: 189. (6) Reactant: Br[C:2]1[CH:3]=[C:4]([CH2:7][S:8][C:9]2[C:19]3[CH2:18][CH2:17][N:16]([C:20]([O:22][C:23]([CH3:26])([CH3:25])[CH3:24])=[O:21])[CH2:15][CH2:14][C:13]=3[CH:12]=[CH:11][C:10]=2[Cl:27])[S:5][CH:6]=1.[CH3:28][N:29](C=O)C. Product: [C:23]([O:22][C:20]([N:16]1[CH2:17][CH2:18][C:19]2[C:9]([S:8][CH2:7][C:4]3[S:5][CH:6]=[C:2]([C:28]#[N:29])[CH:3]=3)=[C:10]([Cl:27])[CH:11]=[CH:12][C:13]=2[CH2:14][CH2:15]1)=[O:21])([CH3:26])([CH3:25])[CH3:24]. The catalyst class is: 507. (7) The catalyst class is: 11. Product: [CH2:13]([N:17]1[C:1](=[O:12])[CH2:2][C:3]2[C:4](=[CH:8][CH:9]=[CH:10][CH:11]=2)[C:5]1=[O:7])[CH2:14][CH:15]=[CH2:16]. Reactant: [C:1]1(=[O:12])[O:7][C:5](=O)[C:4]2=[CH:8][CH:9]=[CH:10][CH:11]=[C:3]2[CH2:2]1.[CH2:13]([NH2:17])[CH2:14][CH:15]=[CH2:16]. (8) Reactant: [Cl:1][C:2]1[CH:7]=[C:6]2[NH:8][C:9](=[O:45])[C:10]3([CH:15]([C:16]4[CH:21]=[C:20]([Cl:22])[CH:19]=[CH:18][C:17]=4[O:23][C:24]([C:31]([O:33]CC)=[O:32])([CH2:28][CH2:29][CH3:30])[CH2:25][CH2:26][CH3:27])[CH2:14][C:13](=[O:36])[NH:12][CH:11]3[C:37]3[CH:42]=[C:41]([F:43])[CH:40]=[CH:39][C:38]=3[CH3:44])[C:5]2=[CH:4][CH:3]=1.O[Li].O.O. Product: [Cl:1][C:2]1[CH:7]=[C:6]2[NH:8][C:9](=[O:45])[C:10]3([CH:15]([C:16]4[CH:21]=[C:20]([Cl:22])[CH:19]=[CH:18][C:17]=4[O:23][C:24]([C:31]([OH:33])=[O:32])([CH2:28][CH2:29][CH3:30])[CH2:25][CH2:26][CH3:27])[CH2:14][C:13](=[O:36])[NH:12][CH:11]3[C:37]3[CH:42]=[C:41]([F:43])[CH:40]=[CH:39][C:38]=3[CH3:44])[C:5]2=[CH:4][CH:3]=1. The catalyst class is: 5. (9) Reactant: [CH2:1]1[CH:16]2[N:4]([CH2:5][CH2:6][C:7]3[NH:8][C:9]4[N:10]=[CH:11][CH:12]=[CH:13][C:14]=4[C:15]=32)[CH2:3][CH2:2]1.[H-].[Na+].[O:19]1[CH2:21][CH:20]1[C:22]1[CH:27]=[CH:26][N:25]=[CH:24][CH:23]=1. Product: [N:25]1[CH:26]=[CH:27][C:22]([CH:20]([OH:19])[CH2:21][N:8]2[C:7]3[CH2:6][CH2:5][N:4]4[CH:16]([C:15]=3[C:14]3[CH:13]=[CH:12][CH:11]=[N:10][C:9]2=3)[CH2:1][CH2:2][CH2:3]4)=[CH:23][CH:24]=1. The catalyst class is: 3. (10) Reactant: C[C:2]1([CH:15]=O)[C:7]([CH3:8])=[CH:6][CH:5]=[C:4]([C:9]2[CH:14]=[CH:13][CH:12]=[CH:11][CH:10]=2)[CH2:3]1.[ClH:17].Cl.[NH2:19][C:20]1[C:29]([NH2:30])=[C:28]2[C:23]([CH:24]=[C:25]([C:32]([OH:34])=[O:33])[CH:26]=[C:27]2[OH:31])=[CH:22][CH:21]=1.S(=O)(O)[O-].[Na+].[CH3:40]CO. Product: [ClH:17].[CH3:15][C:2]1[CH:3]=[C:4]([C:9]2[CH:10]=[CH:11][CH:12]=[C:13]([C:40]3[NH:19][C:20]4[CH:21]=[CH:22][C:23]5[C:28](=[C:27]([OH:31])[CH:26]=[C:25]([C:32]([OH:34])=[O:33])[CH:24]=5)[C:29]=4[N:30]=3)[CH:14]=2)[CH:5]=[CH:6][C:7]=1[CH3:8]. The catalyst class is: 6.